From a dataset of Full USPTO retrosynthesis dataset with 1.9M reactions from patents (1976-2016). Predict the reactants needed to synthesize the given product. Given the product [CH3:1][C:2]1([C:7]2[CH:13]=[C:12]([NH2:14])[O:17][N:20]=2)[CH2:3][CH2:4][CH2:5][CH2:6]1, predict the reactants needed to synthesize it. The reactants are: [CH3:1][C:2]1([C:7](OCC)=O)[CH2:6][CH2:5][CH2:4][CH2:3]1.[C:12](#[N:14])[CH3:13].[H-].[Na+].[OH-:17].[Na+].Cl.[NH2:20]O.